From a dataset of Full USPTO retrosynthesis dataset with 1.9M reactions from patents (1976-2016). Predict the reactants needed to synthesize the given product. (1) Given the product [C:1]12([C:11]3[CH:30]=[CH:29][C:14]([O:15][CH2:16][C:17]([NH:19][C:20]4[CH:21]=[N:22][CH:23]=[C:24]([CH:28]=4)[C:25]([NH:37][CH2:31][C:32]4[O:36][CH:35]=[CH:34][CH:33]=4)=[O:26])=[O:18])=[CH:13][CH:12]=3)[CH2:10][CH:5]3[CH2:6][CH:7]([CH2:9][CH:3]([CH2:4]3)[CH2:2]1)[CH2:8]2, predict the reactants needed to synthesize it. The reactants are: [C:1]12([C:11]3[CH:30]=[CH:29][C:14]([O:15][CH2:16][C:17]([NH:19][C:20]4[CH:21]=[N:22][CH:23]=[C:24]([CH:28]=4)[C:25](O)=[O:26])=[O:18])=[CH:13][CH:12]=3)[CH2:10][CH:5]3[CH2:6][CH:7]([CH2:9][CH:3]([CH2:4]3)[CH2:2]1)[CH2:8]2.[CH2:31]([NH2:37])[C:32]1[O:36][CH:35]=[CH:34][CH:33]=1.C1CN([P+](ON2N=NC3C=CC=CC2=3)(N2CCCC2)N2CCCC2)CC1.F[P-](F)(F)(F)(F)F.CO. (2) Given the product [NH2:17][S:14]([C:13]1[CH:12]=[C:11]([CH:10]=[C:9]([N:21]2[CH2:22][CH2:23][CH2:24][CH2:25]2)[C:8]=1[O:7][C:4]1[CH:5]=[CH:6][CH:1]=[CH:2][CH:3]=1)[C:18]([O:20][CH2:27][C:28]([N:30]([CH2:33][CH3:34])[CH2:31][CH3:32])=[O:29])=[O:19])(=[O:16])=[O:15], predict the reactants needed to synthesize it. The reactants are: [CH:1]1[CH:2]=[CH:3][C:4]([O:7][C:8]2[C:9]([N:21]3[CH2:25][CH2:24][CH2:23][CH2:22]3)=[CH:10][C:11]([C:18]([OH:20])=[O:19])=[CH:12][C:13]=2[S:14]([NH2:17])(=[O:16])=[O:15])=[CH:5][CH:6]=1.Cl[CH2:27][C:28]([N:30]([CH2:33][CH3:34])[CH2:31][CH3:32])=[O:29].C(N(CC)CC)C.[I-].[Na+]. (3) Given the product [Cl:9][C:5]1[CH:6]=[C:7]([CH3:8])[C:2]2[N:3]([CH:11]=[C:12]([CH3:13])[N:1]=2)[N:4]=1, predict the reactants needed to synthesize it. The reactants are: [NH2:1][C:2]1[N:3]=[N:4][C:5]([Cl:9])=[CH:6][C:7]=1[CH3:8].Br[CH2:11][C:12](=O)[CH3:13]. (4) Given the product [NH:1]1[C:5]([NH:6][C:14](=[O:15])[O:16][CH2:17][C:18]([Cl:21])([Cl:20])[Cl:19])=[N:4][N:3]=[N:2]1, predict the reactants needed to synthesize it. The reactants are: [NH:1]1[C:5]([NH2:6])=[N:4][N:3]=[N:2]1.N1C=CC=CC=1.Cl[C:14]([O:16][CH2:17][C:18]([Cl:21])([Cl:20])[Cl:19])=[O:15].O. (5) Given the product [O:19]1[CH2:24][CH2:23][CH2:22][CH2:21][CH:20]1[O:1][CH:2]1[CH2:7][CH2:6][N:5]([C:8]([O:10][C:11]([CH3:12])([CH3:13])[CH3:14])=[O:9])[CH:4]([C:15]([O:17][CH3:18])=[O:16])[CH2:3]1, predict the reactants needed to synthesize it. The reactants are: [OH:1][CH:2]1[CH2:7][CH2:6][N:5]([C:8]([O:10][C:11]([CH3:14])([CH3:13])[CH3:12])=[O:9])[CH:4]([C:15]([O:17][CH3:18])=[O:16])[CH2:3]1.[O:19]1[CH:24]=[CH:23][CH2:22][CH2:21][CH2:20]1.C(N(CC)CC)C. (6) Given the product [Br:1][C:2]1[CH:7]=[CH:6][C:5]([C:8]2[N:9]=[CH:10][N:11]([CH3:26])[C:12]=2[C:13]2[S:25][C:16]3[N:17]=[CH:18][N:19]=[C:20]([NH2:34])[C:15]=3[CH:14]=2)=[CH:4][CH:3]=1, predict the reactants needed to synthesize it. The reactants are: [Br:1][C:2]1[CH:7]=[CH:6][C:5]([C:8]2[N:9]=[CH:10][N:11]([CH3:26])[C:12]=2[C:13]2[S:25][C:16]3[N:17]=[CH:18][N:19]=[C:20](S(C)(=O)=O)[C:15]=3[CH:14]=2)=[CH:4][CH:3]=1.CC1([N:34]2C(C3SC4N=CN=C(S(C)(=O)=O)C=4C=3)=CN=C2)C=CC=CC1. (7) Given the product [F:1][C:2]1[CH:7]=[CH:6][C:5]([C:26]2[N:30]3[N:31]=[CH:32][C:33]([C:35]([OH:38])([CH3:36])[CH3:37])=[N:34][C:29]3=[N:28][CH:27]=2)=[CH:4][C:3]=1[C:17]1[C:18]([C:23]#[N:24])=[CH:19][CH:20]=[CH:21][CH:22]=1, predict the reactants needed to synthesize it. The reactants are: [F:1][C:2]1[CH:7]=[CH:6][C:5](B2OC(C)(C)C(C)(C)O2)=[CH:4][C:3]=1[C:17]1[C:18]([C:23]#[N:24])=[CH:19][CH:20]=[CH:21][CH:22]=1.Br[C:26]1[N:30]2[N:31]=[CH:32][C:33]([C:35]([OH:38])([CH3:37])[CH3:36])=[N:34][C:29]2=[N:28][CH:27]=1.